This data is from Forward reaction prediction with 1.9M reactions from USPTO patents (1976-2016). The task is: Predict the product of the given reaction. (1) Given the reactants [CH3:1][Li].CON(C)[C:6]([C:8]1[CH:13]=[N:12][C:11]([CH3:14])=[CH:10][N:9]=1)=[O:7], predict the reaction product. The product is: [CH3:14][C:11]1[N:12]=[CH:13][C:8]([C:6](=[O:7])[CH3:1])=[N:9][CH:10]=1. (2) Given the reactants Cl[C:2]1[N:7]=[C:6]([Cl:8])[N:5]=[CH:4][N:3]=1.CN(C=O)C.C(N(C(C)C)C(C)C)C.[NH2:23][C:24]1[CH:25]=[C:26]([CH:31]=[CH:32][CH:33]=1)[C:27]([NH:29][CH3:30])=[O:28], predict the reaction product. The product is: [Cl:8][C:6]1[N:5]=[CH:4][N:3]=[C:2]([NH:23][C:24]2[CH:25]=[C:26]([CH:31]=[CH:32][CH:33]=2)[C:27]([NH:29][CH3:30])=[O:28])[N:7]=1. (3) Given the reactants [CH3:1][O:2][CH2:3]OCOC.[C:8]([C:12]1[CH:17]=[C:16]([C:18]([CH3:21])([CH3:20])[CH3:19])C=[C:14]([Br:22])[CH:13]=1)([CH3:11])([CH3:10])[CH3:9].C(Cl)OC.COS(OC)(=O)=O.C(C1C=C(C(C)(C)C)C=CC=1O)(C)(C)C, predict the reaction product. The product is: [CH3:1][O:2][C:3]1[C:14]([Br:22])=[CH:13][C:12]([C:8]([CH3:10])([CH3:9])[CH3:11])=[CH:17][C:16]=1[C:18]([CH3:21])([CH3:20])[CH3:19]. (4) Given the reactants [Br:1][C:2]1[C:3]([Cl:11])=[N:4][CH:5]=[C:6]([CH:10]=1)[C:7]([OH:9])=[O:8].S(=O)(=O)(O)O.[CH2:17](O)[CH3:18], predict the reaction product. The product is: [Br:1][C:2]1[C:3]([Cl:11])=[N:4][CH:5]=[C:6]([CH:10]=1)[C:7]([O:9][CH2:17][CH3:18])=[O:8]. (5) Given the reactants [NH2:1][C:2]1[CH:7]=[CH:6][CH:5]=[CH:4][C:3]=1[S:8]([NH2:11])(=[O:10])=[O:9].[CH3:12][C:13](O)=O, predict the reaction product. The product is: [CH3:12][C:13]1[NH:11][S:8](=[O:9])(=[O:10])[C:3]2[CH:4]=[CH:5][CH:6]=[CH:7][C:2]=2[N:1]=1. (6) Given the reactants [CH3:1][C:2]1[CH:3]=[C:4]([CH:26]=[CH:27][C:28]=1[OH:29])[NH:5][C:6]1[C:15]2[C:10](=[CH:11][C:12]([O:24][CH3:25])=[CH:13][C:14]=2[O:16][CH:17]2[CH2:22][CH2:21][N:20]([CH3:23])[CH2:19][CH2:18]2)[N:9]=[CH:8][N:7]=1.[F:30][C:31]1[CH:38]=[CH:37][CH:36]=[CH:35][C:32]=1[CH2:33]Cl, predict the reaction product. The product is: [F:30][C:31]1[CH:38]=[CH:37][CH:36]=[CH:35][C:32]=1[CH2:33][O:29][C:28]1[CH:27]=[CH:26][C:4]([NH:5][C:6]2[C:15]3[C:10](=[CH:11][C:12]([O:24][CH3:25])=[CH:13][C:14]=3[O:16][CH:17]3[CH2:22][CH2:21][N:20]([CH3:23])[CH2:19][CH2:18]3)[N:9]=[CH:8][N:7]=2)=[CH:3][C:2]=1[CH3:1]. (7) The product is: [O:30]([C:27]1[CH:28]=[CH:29][C:24]([O:23][C:17]2[N:16]=[CH:15][C:14]([NH:13][CH:10]3[CH2:11][CH2:12][NH:8][CH2:9]3)=[CH:19][C:18]=2[C:20]([NH2:21])=[O:22])=[CH:25][CH:26]=1)[C:31]1[CH:32]=[CH:33][CH:34]=[CH:35][CH:36]=1. Given the reactants C(OC([N:8]1[CH2:12][CH2:11][CH:10]([NH:13][C:14]2[CH:15]=[N:16][C:17]([O:23][C:24]3[CH:29]=[CH:28][C:27]([O:30][C:31]4[CH:36]=[CH:35][CH:34]=[CH:33][CH:32]=4)=[CH:26][CH:25]=3)=[C:18]([C:20](=[O:22])[NH2:21])[CH:19]=2)[CH2:9]1)=O)(C)(C)C.Cl, predict the reaction product. (8) Given the reactants Cl[CH2:2][CH2:3][C:4]([C:6]1[CH:11]=[CH:10][CH:9]=[CH:8][CH:7]=1)=[O:5].[C:12]([O-:15])(=[O:14])[CH3:13].[Na+].[I-].[K+], predict the reaction product. The product is: [C:12]([O:15][CH2:2][CH2:3][C:4](=[O:5])[C:6]1[CH:11]=[CH:10][CH:9]=[CH:8][CH:7]=1)(=[O:14])[CH3:13]. (9) Given the reactants [CH:1]([CH:14]1[C:19](=[O:20])[CH2:18][CH2:17][N:16]([CH2:21][C:22]2[CH:23]=[C:24]([NH:30][S:31]([CH3:34])(=[O:33])=[O:32])[CH:25]=[CH:26][C:27]=2[O:28][CH3:29])[CH2:15]1)([C:8]1[CH:13]=[CH:12][CH:11]=[CH:10][CH:9]=1)[C:2]1[CH:7]=[CH:6][CH:5]=[CH:4][CH:3]=1.C(=O)([O-])[O-].[K+].[K+].C1(C)C=CC(S(O[CH2:51][C:52]([F:55])([F:54])[F:53])(=O)=O)=CC=1.C(OCC)(=O)C, predict the reaction product. The product is: [CH:1]([CH:14]1[C:19](=[O:20])[CH2:18][CH2:17][N:16]([CH2:21][C:22]2[CH:23]=[C:24]([N:30]([CH2:51][C:52]([F:55])([F:54])[F:53])[S:31]([CH3:34])(=[O:32])=[O:33])[CH:25]=[CH:26][C:27]=2[O:28][CH3:29])[CH2:15]1)([C:2]1[CH:7]=[CH:6][CH:5]=[CH:4][CH:3]=1)[C:8]1[CH:13]=[CH:12][CH:11]=[CH:10][CH:9]=1.